This data is from Catalyst prediction with 721,799 reactions and 888 catalyst types from USPTO. The task is: Predict which catalyst facilitates the given reaction. (1) Reactant: O(CCCC(O)=O)C1C=CC=CC=1.[N:14]1[C:23]2[C:22]3[CH:24]=[CH:25][CH:26]=[CH:27][C:21]=3[O:20][CH2:19][CH2:18][C:17]=2[S:16][C:15]=1[C:28]([OH:30])=O.[OH-].[Na+].[Cl:33][C:34]1[CH:41]=[CH:40][CH:39]=[CH:38][C:35]=1[NH:36][CH3:37]. Product: [Cl:33][C:34]1[CH:41]=[CH:40][CH:39]=[CH:38][C:35]=1[N:36]([CH3:37])[C:28]([C:15]1[S:16][C:17]2[CH2:18][CH2:19][O:20][C:21]3[CH:27]=[CH:26][CH:25]=[CH:24][C:22]=3[C:23]=2[N:14]=1)=[O:30]. The catalyst class is: 20. (2) Reactant: [Cl:1][C:2]1[CH:22]=[CH:21][C:5]([CH2:6][CH:7]([C:18](=O)[CH3:19])[C:8]([O:10][CH2:11][C:12]2[CH:17]=[CH:16][CH:15]=[CH:14][CH:13]=2)=[O:9])=[CH:4][CH:3]=1.N.C([BH3-])#[N:25].[Na+]. Product: [NH2:25][CH:18]([CH3:19])[CH:7]([CH2:6][C:5]1[CH:21]=[CH:22][C:2]([Cl:1])=[CH:3][CH:4]=1)[C:8]([O:10][CH2:11][C:12]1[CH:17]=[CH:16][CH:15]=[CH:14][CH:13]=1)=[O:9]. The catalyst class is: 130.